This data is from Human liver microsome stability data. The task is: Regression/Classification. Given a drug SMILES string, predict its absorption, distribution, metabolism, or excretion properties. Task type varies by dataset: regression for continuous measurements (e.g., permeability, clearance, half-life) or binary classification for categorical outcomes (e.g., BBB penetration, CYP inhibition). Dataset: hlm. (1) The molecule is Cc1cc(CCC#N)cc(C)c1Oc1cc(Nc2ccc(C#N)cc2)c(N)cc1CNC1CC1. The result is 0 (unstable in human liver microsomes). (2) The drug is O=C(NOCC1CC1)c1ccc(F)c(F)c1Nc1ccc(I)cc1Cl. The result is 1 (stable in human liver microsomes). (3) The molecule is COC(=O)Nc1ccc(-c2[nH]c([C@H](CC(=O)N3CCS(=O)(=O)CC3)NC(=O)C=Cc3cc(Cl)ccc3-n3cnnn3)nc2Cl)cc1. The result is 0 (unstable in human liver microsomes). (4) The molecule is CCc1nc(N)nc(N)c1-c1ccc2c(c1)N(CCCOC)CCO2. The result is 1 (stable in human liver microsomes). (5) The compound is c1cn2ccnc2c(N2CCN(C3CCCC3)CC2)n1. The result is 0 (unstable in human liver microsomes).